Dataset: Peptide-MHC class I binding affinity with 185,985 pairs from IEDB/IMGT. Task: Regression. Given a peptide amino acid sequence and an MHC pseudo amino acid sequence, predict their binding affinity value. This is MHC class I binding data. The peptide sequence is VMGGNAAEA. The MHC is HLA-A24:03 with pseudo-sequence HLA-A24:03. The binding affinity (normalized) is 0.0847.